Dataset: Catalyst prediction with 721,799 reactions and 888 catalyst types from USPTO. Task: Predict which catalyst facilitates the given reaction. Reactant: [NH2:1][C:2]1[CH:12]=[CH:11][C:10]([OH:13])=[CH:9][C:3]=1[C:4]([O:6][CH2:7][CH3:8])=[O:5].[C:14](OC(=O)C)(=[O:16])[CH3:15].O. Product: [C:14]([NH:1][C:2]1[CH:12]=[CH:11][C:10]([OH:13])=[CH:9][C:3]=1[C:4]([O:6][CH2:7][CH3:8])=[O:5])(=[O:16])[CH3:15]. The catalyst class is: 8.